From a dataset of NCI-60 drug combinations with 297,098 pairs across 59 cell lines. Regression. Given two drug SMILES strings and cell line genomic features, predict the synergy score measuring deviation from expected non-interaction effect. (1) Drug 1: CC1=C(C=C(C=C1)NC(=O)C2=CC=C(C=C2)CN3CCN(CC3)C)NC4=NC=CC(=N4)C5=CN=CC=C5. Drug 2: CC1=C(C(=CC=C1)Cl)NC(=O)C2=CN=C(S2)NC3=CC(=NC(=N3)C)N4CCN(CC4)CCO. Cell line: NCI-H322M. Synergy scores: CSS=-11.6, Synergy_ZIP=8.07, Synergy_Bliss=5.74, Synergy_Loewe=-11.8, Synergy_HSA=-11.1. (2) Drug 1: CC1=C2C(C(=O)C3(C(CC4C(C3C(C(C2(C)C)(CC1OC(=O)C(C(C5=CC=CC=C5)NC(=O)OC(C)(C)C)O)O)OC(=O)C6=CC=CC=C6)(CO4)OC(=O)C)OC)C)OC. Drug 2: CC1=C(C=C(C=C1)NC(=O)C2=CC=C(C=C2)CN3CCN(CC3)C)NC4=NC=CC(=N4)C5=CN=CC=C5. Cell line: SK-MEL-28. Synergy scores: CSS=34.7, Synergy_ZIP=0.791, Synergy_Bliss=0.0360, Synergy_Loewe=-17.2, Synergy_HSA=-1.30. (3) Drug 1: CC(C)CN1C=NC2=C1C3=CC=CC=C3N=C2N. Drug 2: CC1C(C(CC(O1)OC2CC(CC3=C2C(=C4C(=C3O)C(=O)C5=C(C4=O)C(=CC=C5)OC)O)(C(=O)CO)O)N)O.Cl. Cell line: U251. Synergy scores: CSS=39.4, Synergy_ZIP=1.92, Synergy_Bliss=1.18, Synergy_Loewe=0.963, Synergy_HSA=3.48. (4) Drug 1: CC1=C(C=C(C=C1)NC2=NC=CC(=N2)N(C)C3=CC4=NN(C(=C4C=C3)C)C)S(=O)(=O)N.Cl. Drug 2: C1=C(C(=O)NC(=O)N1)N(CCCl)CCCl. Cell line: SW-620. Synergy scores: CSS=27.5, Synergy_ZIP=5.33, Synergy_Bliss=2.95, Synergy_Loewe=-17.5, Synergy_HSA=-5.17.